From a dataset of Catalyst prediction with 721,799 reactions and 888 catalyst types from USPTO. Predict which catalyst facilitates the given reaction. Reactant: [Br:1][C:2]1[CH:20]=[CH:19][C:5]([CH2:6][N:7]2[C:15]3[C:10](=[CH:11][C:12]([C:16]([OH:18])=O)=[CH:13][CH:14]=3)[CH:9]=[CH:8]2)=[CH:4][CH:3]=1.Cl.[N+:22]([C:25]1[CH:30]=[CH:29][C:28]([C@@H:31]([NH2:33])[CH3:32])=[CH:27][CH:26]=1)([O-:24])=[O:23].CCN(C(C)C)C(C)C.C1C=CC2N(O)N=NC=2C=1.C(Cl)CCl. Product: [Br:1][C:2]1[CH:3]=[CH:4][C:5]([CH2:6][N:7]2[C:15]3[C:10](=[CH:11][C:12]([C:16]([NH:33][C@H:31]([C:28]4[CH:27]=[CH:26][C:25]([N+:22]([O-:24])=[O:23])=[CH:30][CH:29]=4)[CH3:32])=[O:18])=[CH:13][CH:14]=3)[CH:9]=[CH:8]2)=[CH:19][CH:20]=1. The catalyst class is: 31.